Dataset: Experimentally validated miRNA-target interactions with 360,000+ pairs, plus equal number of negative samples. Task: Binary Classification. Given a miRNA mature sequence and a target amino acid sequence, predict their likelihood of interaction. (1) The miRNA is hsa-miR-6890-5p with sequence CAUGGGGUAGGGCAGAGUAGG. The protein sequence of the target gene is MEPGGEPTGAKESSTLMESLAAVKAAFLAQAPSGSRSAEVQAAQSTEPAAEAGAPEGEGHRGGPPRALGSLGLCENQEARERPGGSPRGPVTSEKTGGQSGLESDVPPNAGPGAEGGGSWKGRPFPCGACGRSFKCSSDAAKHRSIHSGEKPYECSDCGKAFIHSSHVVRHQRAHSGERPYACAECGKAFGQSFNLLRHQRVHTGEKPYACADCGKAFGQRSDAAKHRRTHTGERLYACGECGKRFLHSSNVVRHRRTHHGENPYECRECGQAFSQSSNLLQHQRVHTGERPFACQDCGR.... Result: 1 (interaction). (2) The miRNA is hsa-miR-3913-3p with sequence AGACAUCAAGAUCAGUCCCAAA. Result: 0 (no interaction). The protein sequence of the target gene is MARESRESTTLDSHSAEDQMELLVIKVEQEESSPLAEETSWLGSPGPDRSRQRFRAFRYPEAAGPRQALSRLRELCRQWLRPDMHSKEQILELLVLEQFLTILPGELQAWVREQHPDSGEEVVALLEYLDRQLDDTPPQVPDDDDGQELLCSKAVLLTSAQGSESSQMEPVEPLLKQESLGSLPSEVRVTHVGHCGEDGVTATRLTSELQGLLKMEDVAPVLSPRWTEQDSSQMNLYKDGMQEHSGSLVSLDQDMQTKVRDLPRAEEYRDQKPEQTVCFLGEDTVPIPTGAEASEQEGKL....